Dataset: Forward reaction prediction with 1.9M reactions from USPTO patents (1976-2016). Task: Predict the product of the given reaction. (1) The product is: [C:1]([C:5]1[N:10]=[CH:9][C:8]([C:11]2[N:12]([C:32]([N:34]3[CH2:39][CH2:38][CH:37]([CH2:40][C:41]([N:54]4[C:55]5[C:50](=[CH:49][C:48]([CH3:47])=[CH:57][CH:56]=5)[CH2:51][CH2:52][CH2:53]4)=[O:42])[CH2:36][CH2:35]3)=[O:33])[C@@:13]([C:25]3[CH:26]=[CH:27][C:28]([Cl:31])=[CH:29][CH:30]=3)([CH3:24])[C@@:14]([C:17]3[CH:18]=[CH:19][C:20]([Cl:23])=[CH:21][CH:22]=3)([CH3:16])[N:15]=2)=[C:7]([O:44][CH2:45][CH3:46])[CH:6]=1)([CH3:4])([CH3:2])[CH3:3]. Given the reactants [C:1]([C:5]1[N:10]=[CH:9][C:8]([C:11]2[N:12]([C:32]([N:34]3[CH2:39][CH2:38][CH:37]([CH2:40][C:41](O)=[O:42])[CH2:36][CH2:35]3)=[O:33])[C@@:13]([C:25]3[CH:30]=[CH:29][C:28]([Cl:31])=[CH:27][CH:26]=3)([CH3:24])[C@@:14]([C:17]3[CH:22]=[CH:21][C:20]([Cl:23])=[CH:19][CH:18]=3)([CH3:16])[N:15]=2)=[C:7]([O:44][CH2:45][CH3:46])[CH:6]=1)([CH3:4])([CH3:3])[CH3:2].[CH3:47][C:48]1[CH:49]=[C:50]2[C:55](=[CH:56][CH:57]=1)[NH:54][CH2:53][CH2:52][CH2:51]2, predict the reaction product. (2) Given the reactants Cl.[Cl:2][C:3]1[CH:4]=[CH:5][C:6]2[CH2:12][CH2:11][C:10]3[CH:13]=[CH:14][CH:15]=[CH:16][C:9]=3[N:8]([CH2:17][CH2:18][CH2:19][NH2:20])[C:7]=2[CH:21]=1.CCN(CC)CC.[C:29]([C:31]1[CH:36]=[CH:35][C:34]([S:37](Cl)(=[O:39])=[O:38])=[CH:33][CH:32]=1)#[N:30], predict the reaction product. The product is: [Cl:2][C:3]1[CH:4]=[CH:5][C:6]2[CH2:12][CH2:11][C:10]3[CH:13]=[CH:14][CH:15]=[CH:16][C:9]=3[N:8]([CH2:17][CH2:18][CH2:19][NH:20][S:37]([C:34]3[CH:33]=[CH:32][C:31]([C:29]#[N:30])=[CH:36][CH:35]=3)(=[O:39])=[O:38])[C:7]=2[CH:21]=1.